From a dataset of Forward reaction prediction with 1.9M reactions from USPTO patents (1976-2016). Predict the product of the given reaction. (1) Given the reactants [Cl:1][C:2]1[N:7]=[C:6]([Cl:8])[CH:5]=[CH:4][N:3]=1.Br[C:10]1[CH:15]=[CH:14][C:13]([F:16])=[C:12]([Cl:17])[CH:11]=1.ClC1N=C(Cl)C=C(C2C=CC(F)=CC=2)N=1, predict the reaction product. The product is: [Cl:1][C:2]1[N:7]=[C:6]([Cl:8])[CH:5]=[C:4]([C:10]2[CH:15]=[CH:14][C:13]([F:16])=[C:12]([Cl:17])[CH:11]=2)[N:3]=1. (2) Given the reactants C(N(CC)CC)C.[NH2:8][C:9]1[CH:14]=[CH:13][CH:12]=[CH:11][CH:10]=1.Cl.[CH3:16][O:17][C:18]1[CH:19]=[C:20]2[C:25](=[C:26]3[CH2:30][C:29]([CH3:32])([CH3:31])[O:28][C:27]=13)[C:24]([C:33]1[CH:34]=[C:35]([CH:43]=[CH:44][CH:45]=1)[C:36]([NH:38][CH2:39][C:40](O)=[O:41])=[O:37])=[N:23][C:22]([CH3:47])([CH3:46])[CH2:21]2.O.ON1C2C=CC=CC=2N=N1.Cl.C(N=C=NCCCN(C)C)C.C(=O)([O-])O.[Na+], predict the reaction product. The product is: [O:41]=[C:40]([NH:8][C:9]1[CH:14]=[CH:13][CH:12]=[CH:11][CH:10]=1)[CH2:39][NH:38][C:36](=[O:37])[C:35]1[CH:43]=[CH:44][CH:45]=[C:33]([C:24]2[C:25]3[C:20](=[CH:19][C:18]([O:17][CH3:16])=[C:27]4[O:28][C:29]([CH3:31])([CH3:32])[CH2:30][C:26]4=3)[CH2:21][C:22]([CH3:47])([CH3:46])[N:23]=2)[CH:34]=1. (3) Given the reactants [CH3:1][O:2][C:3]([C:5]1[N:10]=[C:9](Br)[C:8]2[N:12]=[C:13]([C:15]3[CH:20]=[CH:19][CH:18]=[CH:17][CH:16]=3)[O:14][C:7]=2[C:6]=1[OH:21])=[O:4].[CH2:22]([Sn](CC)(CC)CC)[CH3:23], predict the reaction product. The product is: [CH3:1][O:2][C:3]([C:5]1[N:10]=[C:9]([CH2:22][CH3:23])[C:8]2[N:12]=[C:13]([C:15]3[CH:20]=[CH:19][CH:18]=[CH:17][CH:16]=3)[O:14][C:7]=2[C:6]=1[OH:21])=[O:4]. (4) Given the reactants [F:1][C:2]1[CH:7]=[C:6]([F:8])[CH:5]=[CH:4][C:3]=1[C:9]1([CH2:12][N:13]2[CH:17]=[N:16][CH:15]=[N:14]2)[CH2:11][O:10]1.[N-:18]=[N+:19]=[N-:20].[Na+].[Cl-].[NH4+], predict the reaction product. The product is: [N:18]([CH2:11][C:9]([C:3]1[CH:4]=[CH:5][C:6]([F:8])=[CH:7][C:2]=1[F:1])([OH:10])[CH2:12][N:13]1[CH:17]=[N:16][CH:15]=[N:14]1)=[N+:19]=[N-:20]. (5) Given the reactants [CH2:1]([O:3][C:4](=[O:21])[C:5]1[CH:10]=[C:9]([O:11][CH2:12][CH2:13][C:14]2[CH:19]=[CH:18][CH:17]=[C:16]([Cl:20])[CH:15]=2)[CH:8]=[N:7][CH:6]=1)[CH3:2].Cl[C:23]([O:25][C:26]1[CH:31]=[CH:30][CH:29]=[CH:28][CH:27]=1)=[O:24].[CH2:32]([Mg]Br)[CH3:33], predict the reaction product. The product is: [C:26]1([O:25][C:23]([N:7]2[CH:8]=[C:9]([O:11][CH2:12][CH2:13][C:14]3[CH:19]=[CH:18][CH:17]=[C:16]([Cl:20])[CH:15]=3)[CH:10]([CH2:32][CH3:33])[C:5]([C:4]([O:3][CH2:1][CH3:2])=[O:21])=[CH:6]2)=[O:24])[CH:31]=[CH:30][CH:29]=[CH:28][CH:27]=1. (6) Given the reactants [N:1]12[CH2:8][CH2:7][CH:4]([CH2:5][CH2:6]1)[C@@H:3]([O:9][C:10](=[O:31])[N:11]([CH2:19][CH2:20][C:21]1[CH:26]=[CH:25][C:24]([O:27][CH3:28])=[C:23]([O:29][CH3:30])[CH:22]=1)[CH2:12][C:13]1[O:14][C:15]([CH3:18])=[CH:16][CH:17]=1)[CH2:2]2.[CH2:32]([Br:35])[CH:33]=[CH2:34], predict the reaction product. The product is: [Br-:35].[CH2:34]([N+:1]12[CH2:6][CH2:5][CH:4]([CH2:7][CH2:8]1)[C@@H:3]([O:9][C:10](=[O:31])[N:11]([CH2:19][CH2:20][C:21]1[CH:26]=[CH:25][C:24]([O:27][CH3:28])=[C:23]([O:29][CH3:30])[CH:22]=1)[CH2:12][C:13]1[O:14][C:15]([CH3:18])=[CH:16][CH:17]=1)[CH2:2]2)[CH:33]=[CH2:32]. (7) Given the reactants [Cl:1][C:2]1[CH:10]=[C:9]2[C:5]([CH:6]=[C:7]([C:12]3[CH:13]=[C:14]([CH2:18][NH2:19])[CH:15]=[N:16][CH:17]=3)[N:8]2[CH3:11])=[CH:4][CH:3]=1.[F:20][C:21]([F:27])([F:26])[S:22](Cl)(=[O:24])=[O:23], predict the reaction product. The product is: [F:20][C:21]([F:27])([F:26])[S:22]([NH:19][CH2:18][C:14]1[CH:15]=[N:16][CH:17]=[C:12]([C:7]2[N:8]([CH3:11])[C:9]3[C:5]([CH:6]=2)=[CH:4][CH:3]=[C:2]([Cl:1])[CH:10]=3)[CH:13]=1)(=[O:24])=[O:23]. (8) Given the reactants Cl.[CH3:2][C:3]1[CH:8]=[C:7]([C:9]2[CH:17]=[CH:16][C:12]([C:13]([OH:15])=[O:14])=[CH:11][CH:10]=2)[CH:6]=[CH:5][N:4]=1.S(Cl)([Cl:20])=O.[CH3:22]O, predict the reaction product. The product is: [ClH:20].[CH3:2][C:3]1[CH:8]=[C:7]([C:9]2[CH:17]=[CH:16][C:12]([C:13]([O:15][CH3:22])=[O:14])=[CH:11][CH:10]=2)[CH:6]=[CH:5][N:4]=1. (9) Given the reactants [Cl:1][C:2]1[CH:3]=[C:4]([NH:9][C:10]([NH:12][C:13](=[O:15])[CH3:14])=[S:11])[CH:5]=[C:6]([Cl:8])[CH:7]=1.I[CH2:17]I.C(N(CC)CC)C, predict the reaction product. The product is: [Cl:1][C:2]1[CH:3]=[C:4](/[N:9]=[C:10]2\[S:11][CH2:17][N:12]\2[C:13](=[O:15])[CH3:14])[CH:5]=[C:6]([Cl:8])[CH:7]=1. (10) Given the reactants [CH3:1][C:2]1[N:11]=[C:10]([N:12]([C:14]2[CH:19]=[CH:18][C:17]([NH2:20])=[CH:16][CH:15]=2)[CH3:13])[C:9]2[C:4](=[CH:5][CH:6]=[CH:7][CH:8]=2)[N:3]=1.CO.N([O-])=O.[Na+].[N-:27]=[N+:28]=[N-].[Na+], predict the reaction product. The product is: [N:20]([C:17]1[CH:16]=[CH:15][C:14]([N:12]([C:10]2[C:9]3[C:4](=[CH:5][CH:6]=[CH:7][CH:8]=3)[N:3]=[C:2]([CH3:1])[N:11]=2)[CH3:13])=[CH:19][CH:18]=1)=[N+:27]=[N-:28].